Predict the reaction yield, written as a fraction of the theoretical maximum amount of product (1.0 means a 100% yield; for example, 0.34 means a 34% yield). From a dataset of Reaction yield outcomes from USPTO patents with 853,638 reactions. (1) The product is [CH3:27][S:24]([C:21]1[CH:20]=[CH:19][C:18]([NH:17][C:16]([C:12]2[CH:13]=[C:14]([CH3:15])[N:10]([C:5]3[CH:6]=[CH:7][CH:8]=[CH:9][C:4]=3[C:3]([OH:30])=[O:2])[C:11]=2[CH3:29])=[O:28])=[CH:23][CH:22]=1)(=[O:26])=[O:25]. The catalyst is CO.C1COCC1.O. The reactants are C[O:2][C:3](=[O:30])[C:4]1[CH:9]=[CH:8][CH:7]=[CH:6][C:5]=1[N:10]1[C:14]([CH3:15])=[CH:13][C:12]([C:16](=[O:28])[NH:17][C:18]2[CH:23]=[CH:22][C:21]([S:24]([CH3:27])(=[O:26])=[O:25])=[CH:20][CH:19]=2)=[C:11]1[CH3:29].[Li+].[OH-]. The yield is 0.990. (2) The reactants are [C:1]([C:5]1[CH:9]=[C:8]([NH:10][C:11]([NH:13][C@@H:14]2[C:23]3[C:18](=[CH:19][CH:20]=[CH:21][CH:22]=3)[C@H:17]([O:24][C:25]3[CH:26]=[CH:27][C:28]4[N:29]([C:31]([N:34]5[CH2:39][CH2:38][CH2:37][CH2:36][CH2:35]5)=[N:32][N:33]=4)[CH:30]=3)[CH2:16][CH2:15]2)=[O:12])[N:7]([C:40]2[CH:41]=[N:42][N:43]([CH2:45][CH2:46]OS(C)(=O)=O)[CH:44]=2)[N:6]=1)([CH3:4])([CH3:3])[CH3:2].[CH3:52][NH:53][CH3:54]. The catalyst is C1COCC1. The product is [C:1]([C:5]1[CH:9]=[C:8]([NH:10][C:11]([NH:13][C@@H:14]2[C:23]3[C:18](=[CH:19][CH:20]=[CH:21][CH:22]=3)[C@H:17]([O:24][C:25]3[CH:26]=[CH:27][C:28]4[N:29]([C:31]([N:34]5[CH2:35][CH2:36][CH2:37][CH2:38][CH2:39]5)=[N:32][N:33]=4)[CH:30]=3)[CH2:16][CH2:15]2)=[O:12])[N:7]([C:40]2[CH:41]=[N:42][N:43]([CH2:45][CH2:46][N:53]([CH3:54])[CH3:52])[CH:44]=2)[N:6]=1)([CH3:2])([CH3:3])[CH3:4]. The yield is 0.150. (3) The reactants are [Mg].II.[F:4][C:5]1[CH:12]=[CH:11][CH:10]=[CH:9][C:6]=1[CH2:7]Cl.[CH2:13]([N:20]1[CH2:25][CH2:24][CH:23]([CH:26]=[O:27])[CH2:22][CH2:21]1)[C:14]1[CH:19]=[CH:18][CH:17]=[CH:16][CH:15]=1.[Cl-].[NH4+]. The catalyst is C(OCC)C.C(OCC)(=O)C. The product is [CH2:13]([N:20]1[CH2:25][CH2:24][CH:23]([CH:26]([OH:27])[CH2:7][C:6]2[CH:9]=[CH:10][CH:11]=[CH:12][C:5]=2[F:4])[CH2:22][CH2:21]1)[C:14]1[CH:19]=[CH:18][CH:17]=[CH:16][CH:15]=1. The yield is 0.620. (4) The reactants are C([N:8]1[CH2:13][CH2:12][CH:11]([N:14]2[CH2:19][C:18]3[CH:20]=[CH:21][CH:22]=[CH:23][C:17]=3[NH:16][S:15]2(=[O:25])=[O:24])[CH2:10][CH2:9]1)C1C=CC=CC=1. The catalyst is CO.[Pd]. The product is [NH:8]1[CH2:9][CH2:10][CH:11]([N:14]2[CH2:19][C:18]3[CH:20]=[CH:21][CH:22]=[CH:23][C:17]=3[NH:16][S:15]2(=[O:25])=[O:24])[CH2:12][CH2:13]1. The yield is 0.750. (5) The reactants are [F:1][C:2]([F:7])([F:6])[C:3]([OH:5])=[O:4].[CH2:8]([N:10]([CH2:12][C:13]1[S:17][CH:16]=[C:15]([C:18]2[CH:19]=[C:20]3[C:24](=[C:25]([C:27]([NH2:29])=[O:28])[CH:26]=2)[NH:23][CH:22]=[C:21]3[CH:30]2[CH2:35][CH2:34][N:33]([S:36]([CH2:39][CH3:40])(=[O:38])=[O:37])[CH2:32][CH2:31]2)[CH:14]=1)[CH3:11])[CH3:9].[CH3:41][NH:42][CH2:43][CH3:44]. No catalyst specified. The product is [F:1][C:2]([F:7])([F:6])[C:3]([OH:5])=[O:4].[CH2:43]([N:42]([CH2:41][CH3:2])[CH2:9][CH2:8][N:10]([CH2:12][C:13]1[S:17][CH:16]=[C:15]([C:18]2[CH:19]=[C:20]3[C:24](=[C:25]([C:27]([NH2:29])=[O:28])[CH:26]=2)[NH:23][CH:22]=[C:21]3[CH:30]2[CH2:35][CH2:34][N:33]([S:36]([CH2:39][CH3:40])(=[O:37])=[O:38])[CH2:32][CH2:31]2)[CH:14]=1)[CH3:11])[CH3:44]. The yield is 0.445. (6) The reactants are [Br:1][C:2]1[CH:19]=[CH:18][C:5]2[C:6]([C:9]([C:11]3[CH:16]=[CH:15][C:14]([Cl:17])=[CH:13][CH:12]=3)=[CH2:10])=[N:7][S:8][C:4]=2[CH:3]=1.[CH2:20]([NH2:23])[CH:21]=[CH2:22]. The catalyst is CN(C=O)C. The product is [Br:1][C:2]1[CH:19]=[CH:18][C:5]2[C:6]([CH:9]([C:11]3[CH:12]=[CH:13][C:14]([Cl:17])=[CH:15][CH:16]=3)[CH2:10][NH:23][CH2:20][CH:21]=[CH2:22])=[N:7][S:8][C:4]=2[CH:3]=1. The yield is 0.660. (7) The reactants are Cl[C:2]1[N:7]=[N:6][C:5]([N:8]2[CH2:13][CH2:12][CH:11]([N:14]([CH2:16][C:17]3[CH:22]=[CH:21][C:20]([F:23])=[CH:19][C:18]=3[C:24]([F:27])([F:26])[F:25])[CH3:15])[CH2:10][CH2:9]2)=[C:4]([CH3:28])[C:3]=1[CH3:29].[CH3:30][N:31]1[C:35](B(O)O)=[CH:34][CH:33]=[N:32]1.C(=O)([O-])[O-].[Na+].[Na+].C1(C)C=CC=CC=1. The catalyst is C1C=CC([P]([Pd]([P](C2C=CC=CC=2)(C2C=CC=CC=2)C2C=CC=CC=2)([P](C2C=CC=CC=2)(C2C=CC=CC=2)C2C=CC=CC=2)[P](C2C=CC=CC=2)(C2C=CC=CC=2)C2C=CC=CC=2)(C2C=CC=CC=2)C2C=CC=CC=2)=CC=1.CCO. The product is [CH3:28][C:4]1[C:3]([CH3:29])=[C:2]([C:35]2[N:31]([CH3:30])[N:32]=[CH:33][CH:34]=2)[N:7]=[N:6][C:5]=1[N:8]1[CH2:13][CH2:12][CH:11]([N:14]([CH2:16][C:17]2[CH:22]=[CH:21][C:20]([F:23])=[CH:19][C:18]=2[C:24]([F:27])([F:26])[F:25])[CH3:15])[CH2:10][CH2:9]1. The yield is 0.200. (8) The reactants are C([C:3](CC)(CC)[CH:4](P(O)(O)=O)[C:5]([O-:7])=[O:6])C.[H-].[Na+].[CH2:18]([O:25][C:26]1[CH:33]=[CH:32][C:29]([CH:30]=O)=[CH:28][CH:27]=1)[C:19]1[CH:24]=[CH:23][CH:22]=[CH:21][CH:20]=1.[CH2:34](OCC)[CH3:35]. No catalyst specified. The product is [CH2:34]([O:7][C:5](=[O:6])[C:4]([CH3:3])=[CH:30][C:29]1[CH:32]=[CH:33][C:26]([O:25][CH2:18][C:19]2[CH:24]=[CH:23][CH:22]=[CH:21][CH:20]=2)=[CH:27][CH:28]=1)[CH3:35]. The yield is 0.870.